Task: Predict which catalyst facilitates the given reaction.. Dataset: Catalyst prediction with 721,799 reactions and 888 catalyst types from USPTO (1) Product: [CH2:17]([O:20][C:21]1[C:22](/[C:35](/[CH2:43][CH3:44])=[C:36](/[F:42])\[CH2:37][OH:38])=[CH:23][C:24]2[C:25]([CH3:33])([CH3:34])[CH2:26][CH2:27][C:28]([CH3:32])([CH3:31])[C:29]=2[CH:30]=1)[CH2:18][CH3:19]. Reactant: [H-].C([Al+]CC(C)C)C(C)C.CCCCCC.[CH2:17]([O:20][C:21]1[C:22](/[C:35](/[CH2:43][CH3:44])=[C:36](/[F:42])\[C:37](OCC)=[O:38])=[CH:23][C:24]2[C:25]([CH3:34])([CH3:33])[CH2:26][CH2:27][C:28]([CH3:32])([CH3:31])[C:29]=2[CH:30]=1)[CH2:18][CH3:19]. The catalyst class is: 1. (2) Reactant: [Cl:1][C:2]1[CH:3]=[C:4]([C:9]2[CH:14]=[CH:13][C:12]([C:15](=O)[CH2:16][CH2:17][C:18]([OH:20])=[O:19])=[CH:11][CH:10]=2)[CH:5]=[CH:6][C:7]=1[Cl:8].Cl.[NH2:23][OH:24].C(=O)([O-])[O-].[Na+].[Na+]. Product: [Cl:1][C:2]1[CH:3]=[C:4]([C:9]2[CH:14]=[CH:13][C:12]([C:15](=[N:23][OH:24])[CH2:16][CH2:17][C:18]([OH:20])=[O:19])=[CH:11][CH:10]=2)[CH:5]=[CH:6][C:7]=1[Cl:8]. The catalyst class is: 8. (3) Reactant: [Cl:1][C:2]1[C:3](I)=[C:4]2[CH:10]=[CH:9][N:8]([Si:11]([CH:18]([CH3:20])[CH3:19])([CH:15]([CH3:17])[CH3:16])[CH:12]([CH3:14])[CH3:13])[C:5]2=[N:6][CH:7]=1.[Li]CCCC.[CH2:27]([N:34]([CH2:42][C:43]1[CH:48]=[CH:47][CH:46]=[CH:45][CH:44]=1)[C@H:35]1[CH2:39][CH2:38][CH:37]([CH:40]=[O:41])[CH2:36]1)[C:28]1[CH:33]=[CH:32][CH:31]=[CH:30][CH:29]=1.[NH4+].[Cl-]. Product: [Cl:1][C:2]1[C:3]([CH:40]([CH:37]2[CH2:38][CH2:39][C@H:35]([N:34]([CH2:42][C:43]3[CH:44]=[CH:45][CH:46]=[CH:47][CH:48]=3)[CH2:27][C:28]3[CH:29]=[CH:30][CH:31]=[CH:32][CH:33]=3)[CH2:36]2)[OH:41])=[C:4]2[CH:10]=[CH:9][N:8]([Si:11]([CH:18]([CH3:20])[CH3:19])([CH:15]([CH3:17])[CH3:16])[CH:12]([CH3:14])[CH3:13])[C:5]2=[N:6][CH:7]=1. The catalyst class is: 1.